From a dataset of NCI-60 drug combinations with 297,098 pairs across 59 cell lines. Regression. Given two drug SMILES strings and cell line genomic features, predict the synergy score measuring deviation from expected non-interaction effect. (1) Drug 1: C1=CC(=C2C(=C1NCCNCCO)C(=O)C3=C(C=CC(=C3C2=O)O)O)NCCNCCO. Drug 2: CCC1(C2=C(COC1=O)C(=O)N3CC4=CC5=C(C=CC(=C5CN(C)C)O)N=C4C3=C2)O.Cl. Cell line: NCI-H522. Synergy scores: CSS=54.5, Synergy_ZIP=-6.17, Synergy_Bliss=-3.69, Synergy_Loewe=-0.257, Synergy_HSA=2.14. (2) Drug 1: CC1=C(C=C(C=C1)C(=O)NC2=CC(=CC(=C2)C(F)(F)F)N3C=C(N=C3)C)NC4=NC=CC(=N4)C5=CN=CC=C5. Drug 2: C1=CN(C=N1)CC(O)(P(=O)(O)O)P(=O)(O)O. Cell line: DU-145. Synergy scores: CSS=-3.04, Synergy_ZIP=2.21, Synergy_Bliss=0.0812, Synergy_Loewe=-4.11, Synergy_HSA=-3.53. (3) Cell line: SN12C. Synergy scores: CSS=0.518, Synergy_ZIP=0.129, Synergy_Bliss=0.918, Synergy_Loewe=-1.28, Synergy_HSA=-0.516. Drug 1: CS(=O)(=O)C1=CC(=C(C=C1)C(=O)NC2=CC(=C(C=C2)Cl)C3=CC=CC=N3)Cl. Drug 2: C(CN)CNCCSP(=O)(O)O. (4) Drug 1: C1=CN(C(=O)N=C1N)C2C(C(C(O2)CO)O)O.Cl. Cell line: OVCAR3. Drug 2: CC12CCC3C(C1CCC2OP(=O)(O)O)CCC4=C3C=CC(=C4)OC(=O)N(CCCl)CCCl.[Na+]. Synergy scores: CSS=16.9, Synergy_ZIP=-5.92, Synergy_Bliss=-5.62, Synergy_Loewe=-15.5, Synergy_HSA=-4.95.